From a dataset of Forward reaction prediction with 1.9M reactions from USPTO patents (1976-2016). Predict the product of the given reaction. The product is: [C:102]([O:101][C:99]([NH:98][CH:83]([C:84](=[O:85])[NH:86][CH2:87][CH:88]([OH:97])[CH:89]([OH:96])[CH:90]([OH:95])[CH:91]([OH:94])[CH2:92][OH:93])[CH2:82][CH2:81][CH2:80][CH2:79][NH:78][C:33]([CH2:32][CH2:31][CH2:30][O:29][C:28]1[C:27]([CH2:39][CH2:40][C:41]([O:43][CH3:44])=[O:42])=[C:26]([O:25][CH2:24][CH2:23][CH2:22][CH2:21][CH2:20][O:19][C:9]2[CH:8]=[C:7]([C:1]3[CH:2]=[CH:3][CH:4]=[CH:5][CH:6]=3)[CH:12]=[C:11]([C:63]3[CH:64]=[CH:65][CH:66]=[CH:67][CH:68]=3)[N:10]=2)[CH:38]=[CH:37][CH:36]=1)=[O:34])=[O:100])([CH3:105])([CH3:104])[CH3:103]. Given the reactants [C:1]1([C:7]2[CH:12]=[C:11](C3C=CC=CC=3)[N:10]=[C:9]([O:19][CH2:20][CH2:21][CH2:22][CH2:23][CH2:24][O:25][C:26]3[C:27]([CH2:39][CH2:40][C:41]([O:43][CH3:44])=[O:42])=[C:28]([CH:36]=[CH:37][CH:38]=3)[O:29][CH2:30][CH2:31][CH2:32][C:33](O)=[O:34])[CH:8]=2)[CH:6]=[CH:5][CH:4]=[CH:3][CH:2]=1.CCN(C(C)C)C(C)C.CN(C(ON1N=N[C:64]2[CH:65]=[CH:66][CH:67]=[CH:68][C:63]1=2)=[N+](C)C)C.F[P-](F)(F)(F)(F)F.[NH2:78][CH2:79][CH2:80][CH2:81][CH2:82][CH:83]([NH:98][C:99]([O:101][C:102]([CH3:105])([CH3:104])[CH3:103])=[O:100])[C:84]([NH:86][CH2:87][CH:88]([OH:97])[CH:89]([OH:96])[CH:90]([OH:95])[CH:91]([OH:94])[CH2:92][OH:93])=[O:85], predict the reaction product.